Dataset: Forward reaction prediction with 1.9M reactions from USPTO patents (1976-2016). Task: Predict the product of the given reaction. (1) Given the reactants [Cl:1][C:2]1[CH:18]=[CH:17][C:5]([C:6]([C:8]2[CH:16]=[CH:15][CH:14]=[CH:13][C:9]=2[C:10]([OH:12])=O)=[O:7])=[CH:4][CH:3]=1.S(Cl)(Cl)=O.[Cl:23][C:24]1[CH:32]=[CH:31][C:27]([C@@H:28]([NH2:30])[CH3:29])=[CH:26][CH:25]=1.CCN(C(C)C)C(C)C, predict the reaction product. The product is: [Cl:1][C:2]1[CH:3]=[CH:4][C:5]([C:6]2([OH:7])[C:8]3[C:9](=[CH:13][CH:14]=[CH:15][CH:16]=3)[C:10](=[O:12])[N:30]2[CH:28]([C:27]2[CH:31]=[CH:32][C:24]([Cl:23])=[CH:25][CH:26]=2)[CH3:29])=[CH:17][CH:18]=1. (2) Given the reactants C([Si](C)(C)[N:6]1[C:10]2[N:11]=[CH:12][CH:13]=[C:14]([C:15]([C:17]3[C:22]([N:23](COC)[S:24]([C:27]4[CH:32]=[CH:31][C:30]([Cl:33])=[C:29]([C:34]([F:37])([F:36])[F:35])[CH:28]=4)(=[O:26])=[O:25])=[CH:21][C:20]([Cl:41])=[C:19]([CH3:42])[N:18]=3)=[O:16])[C:9]=2[CH:8]=[CH:7]1)(C)(C)C, predict the reaction product. The product is: [Cl:33][C:30]1[CH:31]=[CH:32][C:27]([S:24]([NH:23][C:22]2[C:17]([C:15]([C:14]3[C:9]4[CH:8]=[CH:7][NH:6][C:10]=4[N:11]=[CH:12][CH:13]=3)=[O:16])=[N:18][C:19]([CH3:42])=[C:20]([Cl:41])[CH:21]=2)(=[O:25])=[O:26])=[CH:28][C:29]=1[C:34]([F:37])([F:36])[F:35]. (3) Given the reactants [C:1]([O:9][C@H:10]([CH2:15][C:16]1[CH:21]=[CH:20][C:19]([NH2:22])=[C:18]([CH3:23])[C:17]=1[CH2:24][O:25][C:26](=[O:28])[CH3:27])[C:11]([O:13][CH3:14])=[O:12])(=[O:8])[C:2]1[CH:7]=[CH:6][CH:5]=[CH:4][CH:3]=1.C(#N)C.[Cl:32]N1C(=O)CCC1=O, predict the reaction product. The product is: [C:1]([O:9][C@H:10]([CH2:15][C:16]1[CH:21]=[C:20]([Cl:32])[C:19]([NH2:22])=[C:18]([CH3:23])[C:17]=1[CH2:24][O:25][C:26](=[O:28])[CH3:27])[C:11]([O:13][CH3:14])=[O:12])(=[O:8])[C:2]1[CH:7]=[CH:6][CH:5]=[CH:4][CH:3]=1. (4) Given the reactants [CH2:1]([O:3][C:4](=[O:20])[C:5]([C:10]([C:12]1[C:17]([Cl:18])=[CH:16][C:15]([Cl:19])=[CH:14][N:13]=1)=[O:11])=[CH:6]N(C)C)[CH3:2].[NH2:21][C@H:22]([CH2:26][OH:27])[CH:23]([CH3:25])[CH3:24], predict the reaction product. The product is: [CH2:1]([O:3][C:4](=[O:20])[C:5]([C:10]([C:12]1[C:17]([Cl:18])=[CH:16][C:15]([Cl:19])=[CH:14][N:13]=1)=[O:11])=[CH:6][NH:21][C@H:22]([CH2:26][OH:27])[CH:23]([CH3:25])[CH3:24])[CH3:2]. (5) Given the reactants Br[C:2]1[CH:3]=[C:4]2[C:9](=[N:10][C:11]=1[CH:12]([O:15][CH3:16])[O:13][CH3:14])[N:8]([C:17]([NH:19][C:20]1[CH:25]=[C:24]([NH:26][CH2:27][CH2:28][O:29][CH3:30])[C:23]([C:31]#[N:32])=[CH:22][N:21]=1)=[O:18])[CH2:7][CH2:6][CH2:5]2.C[N:34]1[C:38]([CH3:39])=[C:37](B(O)O)[CH:36]=[N:35]1.[C:43]([O-])([O-])=O.[Na+].[Na+], predict the reaction product. The product is: [C:31]([C:23]1[C:24]([NH:26][CH2:27][CH2:28][O:29][CH3:30])=[CH:25][C:20]([NH:19][C:17]([N:8]2[C:9]3[C:4](=[CH:3][C:2]([C:37]4[C:38]([CH3:39])=[N:34][N:35]([CH3:43])[CH:36]=4)=[C:11]([CH:12]([O:15][CH3:16])[O:13][CH3:14])[N:10]=3)[CH2:5][CH2:6][CH2:7]2)=[O:18])=[N:21][CH:22]=1)#[N:32].